From a dataset of Forward reaction prediction with 1.9M reactions from USPTO patents (1976-2016). Predict the product of the given reaction. (1) Given the reactants [NH2:1][C:2]1[N:7]=[CH:6][C:5]([C:8]([N:10]=[S:11]([CH2:14][CH2:15][CH2:16][CH2:17][C:18]([O:20][CH3:21])=[O:19])([CH3:13])=[O:12])=[O:9])=[CH:4][C:3]=1[C:22]#[C:23][C:24]1[CH:29]=[CH:28][CH:27]=[C:26]([NH2:30])[CH:25]=1.[CH3:31][O:32][C:33]1[CH:34]=[C:35]([CH:39]=[CH:40][C:41]=1[O:42][CH3:43])[C:36](O)=[O:37], predict the reaction product. The product is: [NH2:1][C:2]1[N:7]=[CH:6][C:5]([C:8]([N:10]=[S:11]([CH2:14][CH2:15][CH2:16][CH2:17][C:18]([O:20][CH3:21])=[O:19])([CH3:13])=[O:12])=[O:9])=[CH:4][C:3]=1[C:22]#[C:23][C:24]1[CH:29]=[CH:28][CH:27]=[C:26]([NH:30][C:36](=[O:37])[C:35]2[CH:39]=[CH:40][C:41]([O:42][CH3:43])=[C:33]([O:32][CH3:31])[CH:34]=2)[CH:25]=1. (2) The product is: [CH2:18]([NH:20][C:21]([NH:16][CH2:15][C:12]1[CH:11]=[CH:10][C:9]([B:4]2[O:3][C:2]([CH3:17])([CH3:1])[C:6]([CH3:7])([CH3:8])[O:5]2)=[CH:14][N:13]=1)=[O:22])[CH3:19]. Given the reactants [CH3:1][C:2]1([CH3:17])[C:6]([CH3:8])([CH3:7])[O:5][B:4]([C:9]2[CH:10]=[CH:11][C:12]([CH2:15][NH2:16])=[N:13][CH:14]=2)[O:3]1.[CH2:18]([N:20]=[C:21]=[O:22])[CH3:19].C([O-])(O)=O.[Na+], predict the reaction product. (3) Given the reactants [CH3:1][O:2][C:3](=[O:34])[CH:4]([C:9]1[C:14]([CH3:15])=[CH:13][CH:12]=[C:11]([O:16]CC2C=CC=CC=2)[C:10]=1[C:24]1[CH:25]=[C:26]2[C:31](=[CH:32][CH:33]=1)[O:30][CH2:29][CH2:28][CH2:27]2)[O:5][CH2:6][CH2:7][CH3:8].C([O-])=O.[NH4+], predict the reaction product. The product is: [CH3:1][O:2][C:3](=[O:34])[CH:4]([C:9]1[C:14]([CH3:15])=[CH:13][CH:12]=[C:11]([OH:16])[C:10]=1[C:24]1[CH:25]=[C:26]2[C:31](=[CH:32][CH:33]=1)[O:30][CH2:29][CH2:28][CH2:27]2)[O:5][CH2:6][CH2:7][CH3:8]. (4) Given the reactants [CH:1]1([C:4]2[C:5]([O:13][CH2:14][C:15]([F:18])([F:17])[F:16])=[CH:6][C:7]([C:10]([OH:12])=O)=[N:8][CH:9]=2)[CH2:3][CH2:2]1.[NH2:19][C:20]1([CH2:26]O)[CH2:25][CH2:24][CH2:23][CH2:22][CH2:21]1, predict the reaction product. The product is: [CH:1]1([C:4]2[C:5]([O:13][CH2:14][C:15]([F:18])([F:17])[F:16])=[CH:6][C:7]([C:10]3[O:12][CH2:26][C:20]4([CH2:25][CH2:24][CH2:23][CH2:22][CH2:21]4)[N:19]=3)=[N:8][CH:9]=2)[CH2:2][CH2:3]1. (5) The product is: [CH2:1]([O:3][C:4](=[O:17])[CH2:5][C:6]1[C:15]2[C:10](=[CH:11][CH:12]=[C:13]([O:16][CH2:19][CH2:20][CH2:21][CH2:22][CH3:23])[CH:14]=2)[CH:9]=[CH:8][CH:7]=1)[CH3:2]. Given the reactants [CH2:1]([O:3][C:4](=[O:17])[CH2:5][C:6]1[C:15]2[C:10](=[CH:11][CH:12]=[C:13]([OH:16])[CH:14]=2)[CH:9]=[CH:8][CH:7]=1)[CH3:2].I[CH2:19][CH2:20][CH2:21][CH2:22][CH3:23].C(=O)([O-])[O-].[Cs+].[Cs+].O, predict the reaction product. (6) The product is: [Cl:1][C:2]1[N:3]=[C:4]([N:12]2[CH2:17][CH2:16][O:15][CH2:14][CH2:13]2)[C:5]2[CH:10]=[CH:9][O:8][C:6]=2[N:7]=1. Given the reactants [Cl:1][C:2]1[N:3]=[C:4](Cl)[C:5]2[CH:10]=[CH:9][O:8][C:6]=2[N:7]=1.[NH:12]1[CH2:17][CH2:16][O:15][CH2:14][CH2:13]1, predict the reaction product. (7) Given the reactants [N:1]1[C:10]2[C:5](=[CH:6][CH:7]=[C:8]3[CH:14]=[CH:13][CH:12]=[CH:11][C:9]3=2)[CH:4]=[CH:3][C:2]=1[C:15](=O)[CH3:16].C([O-])(=O)C.[NH4+:22].N.O.[OH-].[Na+], predict the reaction product. The product is: [N:1]1[C:10]2[C:5](=[CH:6][CH:7]=[C:8]3[CH:14]=[CH:13][CH:12]=[CH:11][C:9]3=2)[CH:4]=[CH:3][C:2]=1[CH:15]([NH2:22])[CH3:16]. (8) Given the reactants N1(N)C2C(=NC=CC=2)C=[CH:2]1.[CH3:11][O:12][C:13]1[CH:14]=[C:15]2[C:19](=[CH:20][CH:21]=1)[N:18]([NH:22][C:23]([C:25]1[CH:26]=[N:27][C:28]([C:31]3[CH:36]=[CH:35][CH:34]=[CH:33][N:32]=3)=[N:29][CH:30]=1)=[O:24])[CH:17]=[CH:16]2, predict the reaction product. The product is: [CH3:11][O:12][C:13]1[CH:14]=[C:15]2[C:19](=[CH:20][CH:21]=1)[N:18]([NH:22][C:23]([C:25]1[C:26]([CH3:2])=[N:27][C:28]([C:31]3[CH:36]=[CH:35][CH:34]=[CH:33][N:32]=3)=[N:29][CH:30]=1)=[O:24])[CH:17]=[CH:16]2.